Dataset: Full USPTO retrosynthesis dataset with 1.9M reactions from patents (1976-2016). Task: Predict the reactants needed to synthesize the given product. (1) Given the product [CH3:9][C:10]1[CH:15]=[CH:14][CH:13]=[C:12]([CH3:16])[C:11]=1[C:2]1[CH:7]=[CH:6][CH:5]=[CH:4][C:3]=1[CH3:8], predict the reactants needed to synthesize it. The reactants are: Br[C:2]1[CH:7]=[CH:6][CH:5]=[CH:4][C:3]=1[CH3:8].[CH3:9][C:10]1[CH:15]=[CH:14][CH:13]=[C:12]([CH3:16])[C:11]=1B(O)O.C([O-])([O-])=O.[K+].[K+]. (2) The reactants are: C[Si]([N-:5][Si](C)(C)C)(C)C.[Li+].[CH3:11][N:12]1[C:20]2[C:15](=[CH:16][CH:17]=[C:18]([C:21]#[N:22])[CH:19]=2)[C:14]([CH3:24])([CH3:23])[C:13]1=[O:25].Cl.[OH-].[Na+]. Given the product [CH3:11][N:12]1[C:20]2[C:15](=[CH:16][CH:17]=[C:18]([C:21](=[NH:5])[NH2:22])[CH:19]=2)[C:14]([CH3:23])([CH3:24])[C:13]1=[O:25], predict the reactants needed to synthesize it. (3) Given the product [F:18][C:15]1[CH:16]=[CH:17][C:12]([C:3]2[C:2]3[N:1]=[CH:19][NH:21][C:7](=[O:8])[C:6]=3[S:5][N:4]=2)=[CH:13][CH:14]=1, predict the reactants needed to synthesize it. The reactants are: [NH2:1][C:2]1[C:3]([C:12]2[CH:17]=[CH:16][C:15]([F:18])=[CH:14][CH:13]=2)=[N:4][S:5][C:6]=1[C:7](OCC)=[O:8].[CH:19]([NH2:21])=O. (4) Given the product [CH3:20][N:19]([C:15]1[CH:16]=[CH:17][CH:18]=[C:13]([C:11]2[C:10]3[C:5](=[CH:6][CH:7]=[CH:8][CH:9]=3)[C:4](=[O:21])[N:3]([CH3:2])[CH:12]=2)[CH:14]=1)[S:32]([CH3:31])(=[O:34])=[O:33], predict the reactants needed to synthesize it. The reactants are: Cl.[CH3:2][N:3]1[CH:12]=[C:11]([C:13]2[CH:18]=[CH:17][CH:16]=[C:15]([NH:19][CH3:20])[CH:14]=2)[C:10]2[C:5](=[CH:6][CH:7]=[CH:8][CH:9]=2)[C:4]1=[O:21].N(C(C)C)(C(C)C)CC.[CH3:31][S:32](Cl)(=[O:34])=[O:33].O. (5) Given the product [Br:1][C:2]1[CH:3]=[C:4]([C:8]2([C:9]#[N:10])[CH2:13][CH2:12]2)[CH:5]=[N:6][CH:7]=1, predict the reactants needed to synthesize it. The reactants are: [Br:1][C:2]1[CH:3]=[C:4]([CH2:8][C:9]#[N:10])[CH:5]=[N:6][CH:7]=1.Br[CH2:12][CH2:13]Cl.CCOC(C)=O. (6) The reactants are: [Cl:1][C:2]1[CH:7]=[CH:6][C:5]([C:8]2[CH:13]=[CH:12][CH:11]=[C:10]([CH2:14][O:15][C:16]3[CH:17]=[C:18]4[C:22](=[CH:23][CH:24]=3)[CH:21]([CH2:25][C:26]([O:28][CH3:29])=[O:27])[NH:20][C:19]4=[O:30])[CH:9]=2)=[C:4]([CH3:31])[CH:3]=1.CI.[C:34]([O-])([O-])=O.[Cs+].[Cs+]. Given the product [Cl:1][C:2]1[CH:7]=[CH:6][C:5]([C:8]2[CH:13]=[CH:12][CH:11]=[C:10]([CH2:14][O:15][C:16]3[CH:17]=[C:18]4[C:22](=[CH:23][CH:24]=3)[CH:21]([CH2:25][C:26]([O:28][CH3:29])=[O:27])[N:20]([CH3:34])[C:19]4=[O:30])[CH:9]=2)=[C:4]([CH3:31])[CH:3]=1, predict the reactants needed to synthesize it. (7) Given the product [CH3:28][O:29][CH2:30][C:31]([O:17][C:16]1[C:15]([F:18])=[C:14]([C:19]2[CH:24]=[CH:23][CH:22]=[CH:21][CH:20]=2)[C:13]([CH3:25])=[C:12]([C:26]#[N:27])[C:11]=1[NH2:10])=[O:32], predict the reactants needed to synthesize it. The reactants are: C(N(C(C)C)CC)(C)C.[NH2:10][C:11]1[C:16]([OH:17])=[C:15]([F:18])[C:14]([C:19]2[CH:24]=[CH:23][CH:22]=[CH:21][CH:20]=2)=[C:13]([CH3:25])[C:12]=1[C:26]#[N:27].[CH3:28][O:29][CH2:30][C:31](Cl)=[O:32].[Cl-].[NH4+]. (8) The reactants are: C(OC([NH:8][C:9]1[CH:14]=[CH:13][CH:12]=[C:11]([O:15][CH3:16])[C:10]=1[C:17](=[O:23])[C:18](OCC)=[O:19])=O)(C)(C)C. Given the product [CH3:16][O:15][C:11]1[CH:12]=[CH:13][CH:14]=[C:9]2[C:10]=1[C:17](=[O:23])[C:18](=[O:19])[NH:8]2, predict the reactants needed to synthesize it. (9) Given the product [Cl:1][C:2]1[CH:3]=[CH:4][C:5]([N:8]2[CH:12]=[C:11]([CH2:13][CH2:14][CH2:15][OH:16])[C:10]([CH:20]([CH2:23][CH3:24])[CH2:21][CH3:22])=[N:9]2)=[N:6][CH:7]=1, predict the reactants needed to synthesize it. The reactants are: [Cl:1][C:2]1[CH:3]=[CH:4][C:5]([N:8]2[CH:12]=[C:11]([CH2:13][CH2:14][C:15](OCC)=[O:16])[C:10]([CH:20]([CH2:23][CH3:24])[CH2:21][CH3:22])=[N:9]2)=[N:6][CH:7]=1.[H-].C([Al+]CC(C)C)C(C)C.Cl. (10) Given the product [CH2:26]([N:15]1[CH2:16][CH2:17][CH:12]([C:3]2[CH:4]=[CH:5][CH:6]=[C:7]([S:8]([CH3:11])(=[O:10])=[O:9])[C:2]=2[CH3:1])[CH2:13][CH2:14]1)[CH:25]=[CH2:24], predict the reactants needed to synthesize it. The reactants are: [CH3:1][C:2]1[C:7]([S:8]([CH3:11])(=[O:10])=[O:9])=[CH:6][CH:5]=[CH:4][C:3]=1[CH:12]1[CH2:17][CH2:16][NH:15][CH2:14][CH2:13]1.C(=O)([O-])[O-].[K+].[K+].[CH2:24](Br)[CH:25]=[CH2:26].